From a dataset of Full USPTO retrosynthesis dataset with 1.9M reactions from patents (1976-2016). Predict the reactants needed to synthesize the given product. (1) Given the product [CH3:18][C:19]1[CH:20]=[C:21]([N:15]2[C:13]3=[N:14][C:9]([OH:8])=[CH:10][CH:11]=[C:12]3[N:17]=[CH:16]2)[CH:22]=[C:23]([CH3:25])[CH:24]=1, predict the reactants needed to synthesize it. The reactants are: C([O:8][C:9]1[N:14]=[C:13]2[NH:15][CH:16]=[N:17][C:12]2=[CH:11][CH:10]=1)C1C=CC=CC=1.[CH3:18][C:19]1[CH:20]=[C:21](B(O)O)[CH:22]=[C:23]([CH3:25])[CH:24]=1. (2) The reactants are: [C@@H:1]12[CH2:6][C@@H:5]1[CH2:4][NH:3][C@@H:2]2[CH2:7][NH:8][C:9]([C:11]1[CH:12]=[CH:13][CH:14]=[C:15]2[O:19][CH:18]=[CH:17][C:16]=12)=[O:10].[NH2:20][C:21]1[S:22][CH:23]=[C:24]([C:26]2[CH:34]=[CH:33][CH:32]=[CH:31][C:27]=2[C:28](O)=[O:29])[N:25]=1. Given the product [NH2:20][C:21]1[S:22][CH:23]=[C:24]([C:26]2[CH:34]=[CH:33][CH:32]=[CH:31][C:27]=2[C:28]([N:3]2[CH2:4][C@@H:5]3[C@@H:1]([CH2:6]3)[C@H:2]2[CH2:7][NH:8][C:9]([C:11]2[CH:12]=[CH:13][CH:14]=[C:15]3[O:19][CH:18]=[CH:17][C:16]=23)=[O:10])=[O:29])[N:25]=1, predict the reactants needed to synthesize it. (3) Given the product [Cl:1][C:2]1[C:7]([Cl:8])=[CH:6][CH:5]=[CH:4][C:3]=1[CH2:9][S:10]([Cl:22])(=[O:13])=[O:11], predict the reactants needed to synthesize it. The reactants are: [Cl:1][C:2]1[C:7]([Cl:8])=[CH:6][CH:5]=[CH:4][C:3]=1[CH2:9][S:10]([OH:13])(=O)=[O:11].CN(C=O)C.C(Cl)(=O)C([Cl:22])=O.CCOC(C)=O.CCCCCC. (4) Given the product [O:1]=[C:2]1[N:7]([CH:8]2[C:16]3[C:11](=[C:12]([C:17]([F:18])([F:19])[F:20])[CH:13]=[CH:14][CH:15]=3)[CH2:10][CH2:9]2)[C:6](=[O:21])[C:5]([C:22]([O:24][CH2:25][CH3:26])=[O:23])=[CH:4][N:3]1[C:33]1[CH:32]=[C:31]2[C:36](=[CH:35][CH:34]=1)[N:28]([CH3:27])[C:29](=[O:48])[C:30]2([CH3:47])[CH3:46], predict the reactants needed to synthesize it. The reactants are: [O:1]=[C:2]1[N:7]([CH:8]2[C:16]3[C:11](=[C:12]([C:17]([F:20])([F:19])[F:18])[CH:13]=[CH:14][CH:15]=3)[CH2:10][CH2:9]2)[C:6](=[O:21])[C:5]([C:22]([O:24][CH2:25][CH3:26])=[O:23])=[CH:4][NH:3]1.[CH3:27][N:28]1[C:36]2[C:31](=[CH:32][C:33](B3OC(C)(C)C(C)(C)O3)=[CH:34][CH:35]=2)[C:30]([CH3:47])([CH3:46])[C:29]1=[O:48].